This data is from Full USPTO retrosynthesis dataset with 1.9M reactions from patents (1976-2016). The task is: Predict the reactants needed to synthesize the given product. (1) Given the product [CH3:40][N:7]([CH3:6])[C@@H:8]1[CH2:12][CH2:11][N:10]([C:13]2[CH:18]=[C:17]([O:19][CH3:20])[C:16]([NH:21][C:22]3[N:27]=[C:26]([C:28]4[C:36]5[C:31](=[CH:32][CH:33]=[CH:34][CH:35]=5)[N:30]([CH3:37])[CH:29]=4)[C:25]([CH3:38])=[CH:24][N:23]=3)=[CH:15][C:14]=2[NH:39][C:1](=[O:4])[CH:2]=[CH2:3])[CH2:9]1, predict the reactants needed to synthesize it. The reactants are: [C:1](Cl)(=[O:4])[CH:2]=[CH2:3].[CH3:6][N:7]([CH3:40])[C@@H:8]1[CH2:12][CH2:11][N:10]([C:13]2[CH:18]=[C:17]([O:19][CH3:20])[C:16]([NH:21][C:22]3[N:27]=[C:26]([C:28]4[C:36]5[C:31](=[CH:32][CH:33]=[CH:34][CH:35]=5)[N:30]([CH3:37])[CH:29]=4)[C:25]([CH3:38])=[CH:24][N:23]=3)=[CH:15][C:14]=2[NH2:39])[CH2:9]1.CCN(C(C)C)C(C)C. (2) Given the product [C:18]([O:10][C:7]1[CH:6]=[CH:5][C:4]([CH2:3][C@@H:2]([C:11]([OH:13])=[O:12])[NH2:1])=[CH:9][CH:8]=1)(=[O:17])[CH2:19][CH2:11][CH2:2][CH2:3][CH2:4][CH2:5][CH3:6], predict the reactants needed to synthesize it. The reactants are: [NH2:1][C@H:2]([C:11]([OH:13])=[O:12])[CH2:3][C:4]1[CH:9]=[CH:8][C:7]([OH:10])=[CH:6][CH:5]=1.C([O:17][CH2:18][CH3:19])(=O)C. (3) Given the product [C:22]([O:26][C:27](=[O:28])[NH:29][C@H:30]([C:31](=[O:32])[NH:21][C:16]1[CH:17]=[CH:18][CH:19]=[CH:20][C:15]=1[NH:14][CH:11]1[CH2:10][CH2:9][O:8][CH2:13][CH2:12]1)[CH3:34])([CH3:23])([CH3:24])[CH3:25], predict the reactants needed to synthesize it. The reactants are: CCN(CC)CC.[O:8]1[CH2:13][CH2:12][CH:11]([NH:14][C:15]2[C:16]([NH2:21])=[CH:17][CH:18]=[CH:19][CH:20]=2)[CH2:10][CH2:9]1.[C:22]([O:26][C:27]([NH:29][C@@H:30]([CH3:34])[C:31](O)=[O:32])=[O:28])([CH3:25])([CH3:24])[CH3:23].C1C=NC2N(O)N=NC=2C=1.Cl.CN(C)CCCN=C=NCC. (4) Given the product [C:1]([O:5][C:6]([N:8]1[CH2:13][CH2:12][C:11](=[CH:14][C:15]2[O:25][C:19]3[CH:20]=[CH:21][C:22]([CH3:24])=[CH:23][C:18]=3[CH:16]=2)[CH2:10][CH2:9]1)=[O:7])([CH3:4])([CH3:3])[CH3:2], predict the reactants needed to synthesize it. The reactants are: [C:1]([O:5][C:6]([N:8]1[CH2:13][CH2:12][C:11](=[CH:14][C:15]#[CH:16])[CH2:10][CH2:9]1)=[O:7])([CH3:4])([CH3:3])[CH3:2].Br[C:18]1[CH:23]=[C:22]([CH3:24])[CH:21]=[CH:20][C:19]=1[OH:25].[F-].C([N+](CCCC)(CCCC)CCCC)CCC.C([O-])(=O)C.[Na+].